This data is from Forward reaction prediction with 1.9M reactions from USPTO patents (1976-2016). The task is: Predict the product of the given reaction. (1) Given the reactants [CH2:1]([O:3][C:4](=[O:35])[C@H:5]([NH:17]C(OCC1C2C=CC=CC=2C2C1=CC=CC=2)=O)[CH2:6][CH2:7][CH2:8][NH:9][C:10]([O:12][C:13]([CH3:16])([CH3:15])[CH3:14])=[O:11])[CH3:2].C(NCC)C, predict the reaction product. The product is: [CH2:1]([O:3][C:4](=[O:35])[C@H:5]([NH2:17])[CH2:6][CH2:7][CH2:8][NH:9][C:10]([O:12][C:13]([CH3:15])([CH3:14])[CH3:16])=[O:11])[CH3:2]. (2) Given the reactants [Li+].[OH-].C[O:4][C:5](=[O:26])[C:6]1[CH:11]=[CH:10][C:9]([O:12][CH2:13][C:14]([C:16]23[CH2:25][CH:20]4[CH2:21][CH:22]([CH2:24][CH:18]([CH2:19]4)[CH2:17]2)[CH2:23]3)=[O:15])=[CH:8][CH:7]=1, predict the reaction product. The product is: [C:16]12([C:14](=[O:15])[CH2:13][O:12][C:9]3[CH:10]=[CH:11][C:6]([C:5]([OH:26])=[O:4])=[CH:7][CH:8]=3)[CH2:23][CH:22]3[CH2:21][CH:20]([CH2:19][CH:18]([CH2:24]3)[CH2:17]1)[CH2:25]2.